This data is from Full USPTO retrosynthesis dataset with 1.9M reactions from patents (1976-2016). The task is: Predict the reactants needed to synthesize the given product. (1) Given the product [C:1]([N:4]1[CH2:9][CH2:8][CH:7]([C:10]([N:12]([CH2:21][CH2:22][CH2:23][N:24]2[CH2:25][CH2:26][CH:27]([NH:30][C:31]3[CH:32]=[CH:33][C:34]([C:35]([OH:37])=[O:36])=[CH:39][CH:40]=3)[CH2:28][CH2:29]2)[C:13]2[CH:18]=[CH:17][C:16]([Cl:19])=[C:15]([Cl:20])[CH:14]=2)=[O:11])[CH2:6][CH2:5]1)(=[O:3])[CH3:2], predict the reactants needed to synthesize it. The reactants are: [C:1]([N:4]1[CH2:9][CH2:8][CH:7]([C:10]([N:12]([CH2:21][CH2:22][CH2:23][N:24]2[CH2:29][CH2:28][CH:27]([NH:30][C:31]3[CH:40]=[CH:39][C:34]([C:35]([O:37]C)=[O:36])=[CH:33][CH:32]=3)[CH2:26][CH2:25]2)[C:13]2[CH:18]=[CH:17][C:16]([Cl:19])=[C:15]([Cl:20])[CH:14]=2)=[O:11])[CH2:6][CH2:5]1)(=[O:3])[CH3:2].[OH-].[Na+].Cl. (2) Given the product [Cl:11][C:8]1[CH:9]=[CH:10][C:2]([B:12]2[O:16][C:15]([CH3:18])([CH3:17])[C:14]([CH3:20])([CH3:19])[O:13]2)=[C:3]2[C:7]=1[NH:6][CH:5]=[CH:4]2, predict the reactants needed to synthesize it. The reactants are: Br[C:2]1[CH:10]=[CH:9][C:8]([Cl:11])=[C:7]2[C:3]=1[CH:4]=[CH:5][NH:6]2.[B:12]1([B:12]2[O:16][C:15]([CH3:18])([CH3:17])[C:14]([CH3:20])([CH3:19])[O:13]2)[O:16][C:15]([CH3:18])([CH3:17])[C:14]([CH3:20])([CH3:19])[O:13]1.CC([O-])=O.[K+]. (3) Given the product [C:26]([OH:33])(=[O:32])/[CH:27]=[CH:28]/[C:29]([OH:31])=[O:30].[CH3:1][N:2]([C@H:17]([CH3:25])[CH2:18][C:19]1[CH:20]=[CH:21][CH:22]=[CH:23][CH:24]=1)[C:3](=[O:16])[O:4][C:5]1[CH:10]=[CH:9][CH:8]=[C:7]([C@@H:11]([N:13]([CH3:14])[CH3:15])[CH3:12])[CH:6]=1, predict the reactants needed to synthesize it. The reactants are: [CH3:1][N:2]([C@H:17]([CH3:25])[CH2:18][C:19]1[CH:24]=[CH:23][CH:22]=[CH:21][CH:20]=1)[C:3](=[O:16])[O:4][C:5]1[CH:10]=[CH:9][CH:8]=[C:7]([C@@H:11]([N:13]([CH3:15])[CH3:14])[CH3:12])[CH:6]=1.[C:26]([OH:33])(=[O:32])/[CH:27]=[CH:28]/[C:29]([OH:31])=[O:30]. (4) Given the product [N:5]1[CH:6]=[CH:7][C:2]([NH:1][C:27](=[O:28])[C:26]2[CH:30]=[CH:31][C:23]([N:16]3[C:17]([C:19]([F:21])([F:22])[F:20])=[CH:18][C:14]([C:10]4[CH:9]=[N:8][CH:13]=[CH:12][CH:11]=4)=[N:15]3)=[CH:24][CH:25]=2)=[CH:3][CH:4]=1, predict the reactants needed to synthesize it. The reactants are: [NH2:1][C:2]1[CH:7]=[CH:6][N:5]=[CH:4][CH:3]=1.[N:8]1[CH:13]=[CH:12][CH:11]=[C:10]([C:14]2[CH:18]=[C:17]([C:19]([F:22])([F:21])[F:20])[N:16]([C:23]3[CH:31]=[CH:30][C:26]([C:27](O)=[O:28])=[CH:25][CH:24]=3)[N:15]=2)[CH:9]=1.Cl.CN(C)CCCN=C=NCC.C(N(CC)CC)C. (5) Given the product [CH:20]([N:23]1[CH2:28][CH2:27][N:26]([C:2]2[CH:7]=[CH:6][C:5]([N+:8]([O-:10])=[O:9])=[CH:4][CH:3]=2)[CH2:25][CH2:24]1)([CH3:22])[CH3:21], predict the reactants needed to synthesize it. The reactants are: F[C:2]1[CH:7]=[CH:6][C:5]([N+:8]([O-:10])=[O:9])=[CH:4][CH:3]=1.C(N(CC)C(C)C)(C)C.[CH:20]([N:23]1[CH2:28][CH2:27][NH:26][CH2:25][CH2:24]1)([CH3:22])[CH3:21]. (6) The reactants are: [CH2:1]([O:3][C:4]([N:6]1[CH2:22][CH2:21][C:10]2[C:11]3[C:12](=[O:20])[CH2:13][CH2:14][O:15][C:16]=3[C:17]([I:19])=[CH:18][C:9]=2[CH2:8][CH2:7]1)=[O:5])[CH3:2].[CH2:23]([Mg]Br)[CH3:24]. Given the product [CH2:1]([O:3][C:4]([N:6]1[CH2:22][CH2:21][C:10]2[C:11]3[C:12]([CH2:23][CH3:24])([OH:20])[CH2:13][CH2:14][O:15][C:16]=3[C:17]([I:19])=[CH:18][C:9]=2[CH2:8][CH2:7]1)=[O:5])[CH3:2], predict the reactants needed to synthesize it. (7) Given the product [Cl:28][C:19]1[CH:20]=[CH:21][C:22]([C:24]([F:25])([F:26])[F:27])=[CH:23][C:18]=1[CH2:17][N:10]1[CH2:9][C@H:8]([CH2:11][CH:12]([CH3:14])[CH3:13])[NH:7][C:6](=[O:15])[C@@H:5]1[CH2:1][CH:2]([CH3:4])[CH3:3], predict the reactants needed to synthesize it. The reactants are: [CH2:1]([C@@H:5]1[NH:10][CH2:9][C@H:8]([CH2:11][CH:12]([CH3:14])[CH3:13])[NH:7][C:6]1=[O:15])[CH:2]([CH3:4])[CH3:3].Br[CH2:17][C:18]1[CH:23]=[C:22]([C:24]([F:27])([F:26])[F:25])[CH:21]=[CH:20][C:19]=1[Cl:28].FC1C=CC(CN2C[C@H](CC(C)C)NC(=O)[C@@H]2CC(C)C)=C(C(F)(F)F)C=1.